From a dataset of Reaction yield outcomes from USPTO patents with 853,638 reactions. Predict the reaction yield, written as a fraction of the theoretical maximum amount of product (1.0 means a 100% yield; for example, 0.34 means a 34% yield). The catalyst is CO. The reactants are [CH3:1][O:2][C:3](=[O:20])[C:4]1[CH:9]=[C:8]([N+:10]([O-])=O)[CH:7]=[C:6]([C:13]2[CH:18]=[CH:17][C:16]([CH3:19])=[CH:15][N:14]=2)[CH:5]=1.Cl[Sn]Cl. The yield is 1.00. The product is [CH3:1][O:2][C:3](=[O:20])[C:4]1[CH:5]=[C:6]([C:13]2[CH:18]=[CH:17][C:16]([CH3:19])=[CH:15][N:14]=2)[CH:7]=[C:8]([NH2:10])[CH:9]=1.